Dataset: NCI-60 drug combinations with 297,098 pairs across 59 cell lines. Task: Regression. Given two drug SMILES strings and cell line genomic features, predict the synergy score measuring deviation from expected non-interaction effect. (1) Drug 1: C1C(C(OC1N2C=NC3=C(N=C(N=C32)Cl)N)CO)O. Synergy scores: CSS=46.7, Synergy_ZIP=-1.17, Synergy_Bliss=-1.81, Synergy_Loewe=-42.7, Synergy_HSA=0.250. Drug 2: CC12CCC3C(C1CCC2OP(=O)(O)O)CCC4=C3C=CC(=C4)OC(=O)N(CCCl)CCCl.[Na+]. Cell line: SNB-19. (2) Drug 1: CCCS(=O)(=O)NC1=C(C(=C(C=C1)F)C(=O)C2=CNC3=C2C=C(C=N3)C4=CC=C(C=C4)Cl)F. Drug 2: CN1CCC(CC1)COC2=C(C=C3C(=C2)N=CN=C3NC4=C(C=C(C=C4)Br)F)OC. Cell line: SK-MEL-2. Synergy scores: CSS=7.85, Synergy_ZIP=1.83, Synergy_Bliss=7.05, Synergy_Loewe=2.41, Synergy_HSA=2.97. (3) Drug 1: CCN(CC)CCNC(=O)C1=C(NC(=C1C)C=C2C3=C(C=CC(=C3)F)NC2=O)C. Drug 2: CNC(=O)C1=NC=CC(=C1)OC2=CC=C(C=C2)NC(=O)NC3=CC(=C(C=C3)Cl)C(F)(F)F. Cell line: A549. Synergy scores: CSS=-4.53, Synergy_ZIP=1.31, Synergy_Bliss=-1.68, Synergy_Loewe=-4.90, Synergy_HSA=-4.12. (4) Drug 1: CN1C(=O)N2C=NC(=C2N=N1)C(=O)N. Drug 2: CS(=O)(=O)CCNCC1=CC=C(O1)C2=CC3=C(C=C2)N=CN=C3NC4=CC(=C(C=C4)OCC5=CC(=CC=C5)F)Cl. Cell line: MDA-MB-231. Synergy scores: CSS=6.86, Synergy_ZIP=1.55, Synergy_Bliss=-4.80, Synergy_Loewe=-2.39, Synergy_HSA=-2.62. (5) Drug 1: C1=C(C(=O)NC(=O)N1)N(CCCl)CCCl. Drug 2: COC1=C2C(=CC3=C1OC=C3)C=CC(=O)O2. Cell line: SF-295. Synergy scores: CSS=32.9, Synergy_ZIP=-1.00, Synergy_Bliss=-1.58, Synergy_Loewe=-5.55, Synergy_HSA=-1.18.